Task: Predict which catalyst facilitates the given reaction.. Dataset: Catalyst prediction with 721,799 reactions and 888 catalyst types from USPTO (1) Reactant: [H-].[Al+3].[Li+].[H-].[H-].[H-].[C:7]1([C:13]2([C:37]3[CH:42]=[CH:41][CH:40]=[CH:39][CH:38]=3)[O:17][C:16]3[CH:18]=[CH:19][C:20]([C:22]([N:24]4[CH2:29][CH:28]=[C:27]([C:30]5[CH:35]=[CH:34][C:33]([F:36])=[CH:32][CH:31]=5)[CH2:26][CH2:25]4)=O)=[CH:21][C:15]=3[O:14]2)[CH:12]=[CH:11][CH:10]=[CH:9][CH:8]=1.O.C(=O)([O-])[O-].[K+].[K+]. Product: [C:37]1([C:13]2([C:7]3[CH:8]=[CH:9][CH:10]=[CH:11][CH:12]=3)[O:17][C:16]3[CH:18]=[CH:19][C:20]([CH2:22][N:24]4[CH2:25][CH:26]=[C:27]([C:30]5[CH:31]=[CH:32][C:33]([F:36])=[CH:34][CH:35]=5)[CH2:28][CH2:29]4)=[CH:21][C:15]=3[O:14]2)[CH:38]=[CH:39][CH:40]=[CH:41][CH:42]=1. The catalyst class is: 1. (2) Reactant: [Cl:1][C:2]1[CH:3]=[CH:4][C:5]([O:17][CH3:18])=[C:6]([C:8]2[CH:12]3[CH2:13][CH2:14][CH2:15][O:16][CH:11]3[O:10][N:9]=2)[CH:7]=1. Product: [Cl:1][C:2]1[CH:3]=[CH:4][C:5]([O:17][CH3:18])=[C:6]([C:8]2[C:12]([CH2:13][CH2:14][CH2:15][OH:16])=[CH:11][O:10][N:9]=2)[CH:7]=1. The catalyst class is: 126. (3) Reactant: [Li]CCCC.Br[C:7]1[CH:12]=[CH:11][C:10]([Cl:13])=[CH:9][C:8]=1[CH2:14][CH2:15][O:16][Si:17]([CH:24]([CH3:26])[CH3:25])([CH:21]([CH3:23])[CH3:22])[CH:18]([CH3:20])[CH3:19].[B:27](OC(C)C)([O:32]C(C)C)[O:28]C(C)C.Cl. Product: [Cl:13][C:10]1[CH:11]=[CH:12][C:7]([B:27]([OH:32])[OH:28])=[C:8]([CH2:14][CH2:15][O:16][Si:17]([CH:24]([CH3:26])[CH3:25])([CH:21]([CH3:23])[CH3:22])[CH:18]([CH3:20])[CH3:19])[CH:9]=1. The catalyst class is: 1. (4) Reactant: [N-:1]=[N+:2]=[N-:3].[Na+].C1OCCOCCOCCOCCOCCOC1.CS(O[CH2:28][C:29]1[C:38]([C:39]2[CH:44]=[CH:43][CH:42]=[CH:41][C:40]=2[S:45]([CH3:48])(=[O:47])=[O:46])=[CH:37][C:36]2[C:31](=[C:32]([F:49])[CH:33]=[CH:34][CH:35]=2)[N:30]=1)(=O)=O. Product: [N:1]([CH2:28][C:29]1[C:38]([C:39]2[CH:44]=[CH:43][CH:42]=[CH:41][C:40]=2[S:45]([CH3:48])(=[O:46])=[O:47])=[CH:37][C:36]2[C:31](=[C:32]([F:49])[CH:33]=[CH:34][CH:35]=2)[N:30]=1)=[N+:2]=[N-:3]. The catalyst class is: 10. (5) Reactant: [F:1][C:2]1[CH:7]=[C:6]([F:8])[CH:5]=[CH:4][C:3]=1[Mg]Br.[C:11]1(=O)[CH2:15][CH2:14][CH2:13][CH2:12]1.Cl. Product: [C:11]1([C:3]2[CH:4]=[CH:5][C:6]([F:8])=[CH:7][C:2]=2[F:1])[CH2:15][CH2:14][CH2:13][CH:12]=1. The catalyst class is: 1. (6) Reactant: Cl.[NH:2]1[CH2:5][CH:4]([C:6]([C:8]2[CH:13]=[CH:12][C:11]([Cl:14])=[CH:10][CH:9]=2)=[O:7])[CH2:3]1.[C:15](=[O:18])(O)[O-:16].[Na+].O. Product: [C:4]([O:16][C:15]([N:2]1[CH2:5][CH:4]([C:6](=[O:7])[C:8]2[CH:13]=[CH:12][C:11]([Cl:14])=[CH:10][CH:9]=2)[CH2:3]1)=[O:18])([CH3:6])([CH3:5])[CH3:3]. The catalyst class is: 38. (7) Reactant: [OH:1][C:2]1[CH:11]=[CH:10][C:5]2[NH:6][C:7](=[O:9])[O:8][C:4]=2[CH:3]=1.N1C=CN=[CH:13]1.Cl[Si:18]([C:21]([CH3:24])([CH3:23])[CH3:22])([CH3:20])[CH3:19].[H-].[Na+].IC. Product: [Si:18]([O:1][C:2]1[CH:11]=[CH:10][C:5]2[N:6]([CH3:13])[C:7](=[O:9])[O:8][C:4]=2[CH:3]=1)([C:21]([CH3:24])([CH3:23])[CH3:22])([CH3:20])[CH3:19]. The catalyst class is: 42. (8) Reactant: [C:1]([OH:7])([C:3]([F:6])([F:5])[F:4])=[O:2].[CH2:8]([O:15][C:16]1[CH:17]=[C:18]([CH2:24][C@H:25]([NH:30][C:31](=[O:43])[C@@H:32]([NH:35]C(OC(C)(C)C)=O)[CH2:33][OH:34])[C:26]([O:28][CH3:29])=[O:27])[CH:19]=[CH:20][C:21]=1[O:22][CH3:23])[C:9]1[CH:14]=[CH:13][CH:12]=[CH:11][CH:10]=1. Product: [NH2:35][C@@H:32]([CH2:33][OH:34])[C:31]([NH:30][C@@H:25]([CH2:24][C:18]1[CH:19]=[CH:20][C:21]([O:22][CH3:23])=[C:16]([O:15][CH2:8][C:9]2[CH:10]=[CH:11][CH:12]=[CH:13][CH:14]=2)[CH:17]=1)[C:26]([O:28][CH3:29])=[O:27])=[O:43].[C:1]([OH:7])([C:3]([F:6])([F:5])[F:4])=[O:2]. The catalyst class is: 2.